Dataset: Experimentally validated miRNA-target interactions with 360,000+ pairs, plus equal number of negative samples. Task: Binary Classification. Given a miRNA mature sequence and a target amino acid sequence, predict their likelihood of interaction. (1) The miRNA is gga-miR-199-5p with sequence CCCAGUGUUCAGACUACCUGUUC. The protein sequence of the target gene is MPDHDSTALLSRQTKRRRVDIGVKRTVGTASAFFAKARATFFSAMNPQGSEQDVEYSVVQHADGEKSNVLRKLLKRANSYEDAMMPFPGATIISQLLKNNMNKNGGTEPSFQASGLSSTGSEVHQEDICSNSSRDSPPECLSPFGRPTMSQFDVDRLCDEHLRAKRARVENIIRGMSHSPSVALRGNENEREMAPQSVSPRESYRENKRKQKLPQQQQQSFQQLVSARKEQKREERRQLKQQLEDMQKQLRQLQEKFYQVYDSTDSENDEDGDLSEDSMRSEILDARAQDSVGRSDNEMC.... Result: 0 (no interaction). (2) The miRNA is hsa-miR-762 with sequence GGGGCUGGGGCCGGGGCCGAGC. The protein sequence of the target gene is MVDYSVWDHIEVSDDEDETHPNIDTASLFRWRHQARVERMEQFQKEKEELDRGCRECKRKVAECQRKLKELEVAEGGKAELERLQAEAQQLRKEERSWEQKLEEMRKKEKSMPWNVDTLSKDGFSKSMVNTKPEKTEEDSEEVREQKHKTFVEKYEKQIKHFGMLRRWDDSQKYLSDNVHLVCEETANYLVIWCIDLEVEEKCALMEQVAHQTIVMQFILELAKSLKVDPRACFRQFFTKIKTADRQYMEGFNDELEAFKERVRGRAKLRIEKAMKEYEEEERKKRLGPGGLDPVEVYES.... Result: 1 (interaction). (3) The miRNA is mmu-miR-7663-5p with sequence GCUGCUUGGUGAUCAUCCACUGU. The protein sequence of the target gene is MGLLQGLLRVRKLLLVVCVPLLLLPLPVLHPSSEASCAYVLIVTAVYWVSEAVPLGAAALVPAFLYPFFGVLRSNEVAAEYFKNTTLLLVGVICVAAAVEKWNLHKRIALRMVLMAGAKPGMLLLCFMCCTTLLSMWLSNTSTTAMVMPIVEAVLQELVSAEDEQLVAGNSNTEEAEPISLDVKNSQPSLELIFVNEESNADLTTLMHNENLNGVPSITNPIKTANQHQGKKQHPSQEKPQVLTPSPRKQKLNRKYRSHHDQMICKCLSLSISYSATIGGLTTIIGTSTSLIFLEHFNNQ.... Result: 0 (no interaction). (4) The miRNA is hsa-miR-182-5p with sequence UUUGGCAAUGGUAGAACUCACACU. The protein sequence of the target gene is MAGPTIHRDMEKSSGYCEAPENLGLSFSIEAILKKPTERRSLPRPQSICKEDSRQTTIPGSKLERPPQDQPQEEKKNKRRVRTTFTTEQLQELEKLFHFTHYPDIHVRSQLASRINLPEARVQIWFQNQRAKWRKQEKSGNLSAPQQPGEAGLALPSNMDVSGPVLTPTAMTTLVPPTECCLLSQTQLPSSWFPTQIPLVPWHPWDLQPLPGPLTQHPCVPTFMFPPLHPKWGSICATST. Result: 0 (no interaction). (5) The miRNA is hsa-miR-378h with sequence ACUGGACUUGGUGUCAGAUGG. The protein sequence of the target gene is MLPVEVPLSHLGPPILLLLQLLLPPTSAFFPNIWSLLAAPGSVTHQDLTEEAALNVTLVLFLEQPHPGRPRLHVEDYRGRTLLADDIFAAYFGPGFSSRRFRAALGEVSRANAAQDFLPAFKSNPDLHFDAERLVQGRTRLVGALRETLVAARALEYTLARQRLGAALHALQDFYSHSNWVELGERQPHPHLLWPRQELWSLAQVGDPTCSDCEGLSCPGNMLDSTLLTSGYFGMHPPKPPGKCSHGGHFDQSSSQPPRGGINKDSTSPSFSPHHKLHLQAAEVALLASIEAFSLLRSRL.... Result: 0 (no interaction). (6) The miRNA is hsa-miR-6769a-5p with sequence AGGUGGGUAUGGAGGAGCCCU. Result: 0 (no interaction). The protein sequence of the target gene is MHSRILLLLLMFAFNVGLINCGQSLVSPQSNCKIRCENGGMCVFDLERPDFHSCICLLGVYTGDRCQIRIAPEDIETTATSDETSHPMNIQHQQSQADIDDARRRDDERKREYERQVAERTRKEKEDRERASDEERRRQQHEQYWKEETARREQQRAEAERRIQEQRVRDDERRRQHEAERSQIEERRREEESRRLAAQRETDEARVRDEERRRQETEKEVEKELNDKRTQSMNEQFEYEGGDEEYPQVAEKEDEYDEGYETDNTEDVTITTTKTTKLMKPMVEESKGVDGDDGSDMIME....